Predict the reactants needed to synthesize the given product. From a dataset of Full USPTO retrosynthesis dataset with 1.9M reactions from patents (1976-2016). Given the product [Br:1][C:2]1[N:7]=[C:6]([C:8](=[O:11])[NH:9][CH3:10])[C:5]([NH:12][C:13]2[C:18]([C:19]([F:22])([F:20])[F:21])=[CH:17][N:16]=[C:15]([NH:23][C:24]3[CH:36]=[CH:35][C:27]([CH2:28][CH2:29][CH:30]([PH:32](=[O:33])[O:34][CH2:54][CH2:53][CH2:52][N:50]4[CH:51]=[C:47]([B:42]5[O:43][C:44]([CH3:46])([CH3:45])[C:40]([CH3:39])([CH3:56])[O:41]5)[CH:48]=[N:49]4)[CH3:31])=[CH:26][C:25]=3[O:37][CH3:38])[N:14]=2)=[CH:4][CH:3]=1, predict the reactants needed to synthesize it. The reactants are: [Br:1][C:2]1[N:7]=[C:6]([C:8](=[O:11])[NH:9][CH3:10])[C:5]([NH:12][C:13]2[C:18]([C:19]([F:22])([F:21])[F:20])=[CH:17][N:16]=[C:15]([NH:23][C:24]3[CH:36]=[CH:35][C:27]([CH2:28][CH2:29][CH:30]([PH:32](=[O:34])[OH:33])[CH3:31])=[CH:26][C:25]=3[O:37][CH3:38])[N:14]=2)=[CH:4][CH:3]=1.[CH3:39][C:40]1([CH3:56])[C:44]([CH3:46])([CH3:45])[O:43][B:42]([C:47]2[CH:48]=[N:49][N:50]([CH2:52][CH2:53][CH2:54]O)[CH:51]=2)[O:41]1.CCN(C(C)C)C(C)C.F[P-](F)(F)(F)(F)F.N1(O[P+](N2CCCC2)(N2CCCC2)N2CCCC2)C2C=CC=CC=2N=N1.